This data is from Forward reaction prediction with 1.9M reactions from USPTO patents (1976-2016). The task is: Predict the product of the given reaction. (1) Given the reactants FC(F)(F)C1C=CC(CBr)=CC=1.Br[CH2:14][CH2:15][C:16]1[C:24]2[C:19](=[CH:20][CH:21]=[CH:22][CH:23]=2)[NH:18][CH:17]=1.[CH3:25][C:26]1[N:27]=[C:28]([N:36]2[CH2:40][CH2:39][NH:38][C:37]2=[O:41])[S:29][C:30]=1[C:31]([O:33][CH2:34][CH3:35])=[O:32], predict the reaction product. The product is: [NH:18]1[C:19]2[C:24](=[CH:23][CH:22]=[CH:21][CH:20]=2)[C:16]([CH2:15][CH2:14][N:38]2[CH2:39][CH2:40][N:36]([C:28]3[S:29][C:30]([C:31]([O:33][CH2:34][CH3:35])=[O:32])=[C:26]([CH3:25])[N:27]=3)[C:37]2=[O:41])=[CH:17]1. (2) The product is: [Cl:28][C:25]1[CH:26]=[CH:27][C:22]([CH:15]([C:16]2[CH:17]=[CH:18][CH:19]=[CH:20][CH:21]=2)[NH:14][C:12](=[O:13])[CH:11]([OH:30])[C:8]2[CH:9]=[CH:10][C:4]3[O:3][C:2]([C:37]4[C:32]([CH3:31])=[N:33][CH:34]=[CH:35][CH:36]=4)=[CH:6][C:5]=3[CH:7]=2)=[C:23]([CH3:29])[CH:24]=1. Given the reactants Br[C:2]1[O:3][C:4]2[CH:10]=[CH:9][C:8]([CH:11]([OH:30])[C:12]([NH:14][CH:15]([C:22]3[CH:27]=[CH:26][C:25]([Cl:28])=[CH:24][C:23]=3[CH3:29])[C:16]3[CH:21]=[CH:20][CH:19]=[CH:18][CH:17]=3)=[O:13])=[CH:7][C:5]=2[CH:6]=1.[CH3:31][C:32]1[C:37](B(O)O)=[CH:36][CH:35]=[CH:34][N:33]=1.C([O-])([O-])=O.[K+].[K+], predict the reaction product. (3) Given the reactants Cl(O)(=O)(=O)=O.[CH3:6][C@H:7]1[C:11](=[O:12])[O:10][C@@H:9]2[CH2:13][CH:14]=[CH:15][C@H:8]12.[OH-:16].[Na+].[BH4-].[Na+].Cl.[Na+].[Cl-], predict the reaction product. The product is: [OH:16][C@H:14]1[CH2:13][C@H:9]2[O:10][C:11](=[O:12])[C@H:7]([CH3:6])[C@H:8]2[CH2:15]1. (4) The product is: [CH3:18][O:19][C:20]1[CH:27]=[CH:26][C:23]([CH2:24][NH:25][C:15](=[O:16])[CH2:14][CH2:13][C:5]2[CH:6]=[CH:7][C:8]([O:9][CH2:10][C:11]#[CH:12])=[C:3]([O:2][CH3:1])[CH:4]=2)=[CH:22][CH:21]=1. Given the reactants [CH3:1][O:2][C:3]1[CH:4]=[C:5]([CH2:13][CH2:14][C:15](Cl)=[O:16])[CH:6]=[CH:7][C:8]=1[O:9][CH2:10][C:11]#[CH:12].[CH3:18][O:19][C:20]1[CH:27]=[CH:26][C:23]([CH2:24][NH2:25])=[CH:22][CH:21]=1.C(N(CC)CC)C.O1CCCC1, predict the reaction product. (5) Given the reactants [OH:1][C:2]1[CH:38]=[CH:37][C:5]([C:6]([CH2:8][CH2:9][CH2:10][NH:11][C:12]2[CH:17]=[C:16]([O:18][CH3:19])[CH:15]=[CH:14][C:13]=2[CH:20]2[CH2:29][CH2:28][C:27]3[CH:26]=[C:25]([O:30]C(=O)C(C)(C)C)[CH:24]=[CH:23][C:22]=3[CH2:21]2)=O)=[CH:4][CH:3]=1.Cl[CH2:40][C:41]([N:43]1[CH2:48][CH2:47][CH:46]([CH3:49])[CH2:45][CH2:44]1)=O, predict the reaction product. The product is: [CH3:19][O:18][C:16]1[CH:15]=[CH:14][C:13]([CH:20]2[CH2:29][CH2:28][C:27]3[CH:26]=[C:25]([OH:30])[CH:24]=[CH:23][C:22]=3[CH2:21]2)=[C:12]([NH:11][CH2:10][CH2:9][CH2:8][CH2:6][C:5]2[CH:4]=[CH:3][C:2]([O:1][CH2:40][CH2:41][N:43]3[CH2:48][CH2:47][CH:46]([CH3:49])[CH2:45][CH2:44]3)=[CH:38][CH:37]=2)[CH:17]=1. (6) Given the reactants [CH3:1][O:2][C:3](=[O:19])[C:4]1[CH:9]=[CH:8][C:7]([CH2:10][C:11]2[CH:16]=[CH:15][C:14]([CH2:17]O)=[CH:13][CH:12]=2)=[CH:6][CH:5]=1.CCN(C(C)C)C(C)C.CS(Cl)(=O)=O.[NH:34]1[CH2:39][CH2:38][O:37][CH2:36][CH2:35]1, predict the reaction product. The product is: [CH3:1][O:2][C:3](=[O:19])[C:4]1[CH:9]=[CH:8][C:7]([CH2:10][C:11]2[CH:16]=[CH:15][C:14]([CH2:17][N:34]3[CH2:39][CH2:38][O:37][CH2:36][CH2:35]3)=[CH:13][CH:12]=2)=[CH:6][CH:5]=1.